From a dataset of Catalyst prediction with 721,799 reactions and 888 catalyst types from USPTO. Predict which catalyst facilitates the given reaction. (1) Reactant: [N+:1]([C:4]1[CH:12]=[CH:11][C:7]([C:8]([OH:10])=[O:9])=[CH:6][C:5]=1[C:13]([F:16])([F:15])[F:14])([O-:3])=[O:2].[C:17](=O)(O)[O-].[Na+]. Product: [CH3:17][O:9][C:8](=[O:10])[C:7]1[CH:11]=[CH:12][C:4]([N+:1]([O-:3])=[O:2])=[C:5]([C:13]([F:14])([F:15])[F:16])[CH:6]=1. The catalyst class is: 209. (2) The catalyst class is: 1. Product: [NH2:4][CH2:5][CH2:6][NH:7][S:8]([C:11]1[C:12]2[CH:13]=[CH:14][N:15]=[C:16]([Cl:21])[C:17]=2[CH:18]=[CH:19][CH:20]=1)(=[O:9])=[O:10]. Reactant: [OH-].[Na+].Cl.[NH2:4][CH2:5][CH2:6][NH:7][S:8]([C:11]1[C:12]2[CH:13]=[CH:14][N:15]=[C:16]([Cl:21])[C:17]=2[CH:18]=[CH:19][CH:20]=1)(=[O:10])=[O:9].CO. (3) Reactant: [Cl:1][C:2]1[CH:3]=[C:4]2[C:9](=[CH:10][CH:11]=1)[CH:8]=[N:7][C:6]([CH3:12])=[CH:5]2.[N+:13]([O-])([O-:15])=[O:14].[K+].N.ClCCl.CCCCC. Product: [Cl:1][C:2]1[C:3]([N+:13]([O-:15])=[O:14])=[C:4]2[C:9](=[CH:10][CH:11]=1)[CH:8]=[N:7][C:6]([CH3:12])=[CH:5]2. The catalyst class is: 82. (4) Reactant: [Li][CH2:2]CCC.[C:6]([C:8]1[CH:9]=[C:10]([CH:13]=[CH:14][CH:15]=1)[CH:11]=O)#[N:7]. Product: [C:6]([C:8]1[CH:9]=[C:10]([CH:13]=[CH:14][CH:15]=1)[CH:11]=[CH2:2])#[N:7]. The catalyst class is: 307. (5) Reactant: [I:1][C:2]1[CH:11]=[CH:10][C:5]([C:6]([O:8]C)=[O:7])=[C:4]([CH3:12])[CH:3]=1.ClCCl.[OH-].[Na+]. Product: [I:1][C:2]1[CH:11]=[CH:10][C:5]([C:6]([OH:8])=[O:7])=[C:4]([CH3:12])[CH:3]=1. The catalyst class is: 5. (6) The catalyst class is: 179. Reactant: Br[C:2]1[CH:3]=[CH:4][C:5]2[NH:6][C:7]3[C:12]([C:13]=2[CH:14]=1)=[CH:11][CH:10]=[CH:9][CH:8]=3.[C:15]([Cu])#[N:16]. Product: [CH:4]1[C:5]2[NH:6][C:7]3[C:12](=[CH:11][CH:10]=[CH:9][CH:8]=3)[C:13]=2[CH:14]=[C:2]([C:15]#[N:16])[CH:3]=1. (7) Reactant: [C:1](O[C:1](=[O:4])[CH2:2][CH3:3])(=[O:4])[CH2:2][CH3:3].[NH2:10][CH2:11][C@H:12]1[O:16][C:15](=[O:17])[N:14]([C:18]2[CH:19]=[C:20]3[C:24](=[CH:25][CH:26]=2)[N:23]([CH:27]2[CH2:29][CH2:28]2)[C:22](=[O:30])[CH2:21]3)[CH2:13]1.C(N(C(C)C)CC)(C)C. Product: [CH:27]1([N:23]2[C:24]3[C:20](=[CH:19][C:18]([N:14]4[CH2:13][C@H:12]([CH2:11][NH:10][C:1](=[O:4])[CH2:2][CH3:3])[O:16][C:15]4=[O:17])=[CH:26][CH:25]=3)[CH2:21][C:22]2=[O:30])[CH2:29][CH2:28]1. The catalyst class is: 4.